This data is from Reaction yield outcomes from USPTO patents with 853,638 reactions. The task is: Predict the reaction yield, written as a fraction of the theoretical maximum amount of product (1.0 means a 100% yield; for example, 0.34 means a 34% yield). (1) The reactants are Br[C:2]1[C:11]([Cl:12])=[CH:10][C:5]2[N:6]=[C:7]([CH3:9])[O:8][C:4]=2[CH:3]=1.[NH2:13][C:14]1[CH:19]=[CH:18][C:17](B2OC(C)(C)C(C)(C)O2)=[CH:16][N:15]=1.[O-]P([O-])([O-])=O.[K+].[K+].[K+].CC(=O)OCC. The catalyst is C(#N)C.O1CCOCC1.O. The product is [Cl:12][C:11]1[C:2]([C:17]2[CH:18]=[CH:19][C:14]([NH2:13])=[N:15][CH:16]=2)=[CH:3][C:4]2[O:8][C:7]([CH3:9])=[N:6][C:5]=2[CH:10]=1. The yield is 0.600. (2) The reactants are O[CH2:2][CH2:3][N:4]([C:9]1[CH:10]=[C:11]2[C:15](=[CH:16][CH:17]=1)[C:14](=[O:18])[N:13]([CH2:19][C:20]([O:22][C:23]([CH3:26])([CH3:25])[CH3:24])=[O:21])[C:12]2=[O:27])[S:5]([CH3:8])(=[O:7])=[O:6].C1(P(C2C=CC=CC=2)C2C=CC=CC=2)C=CC=CC=1.C(Br)(Br)(Br)[Br:48]. The product is [Br:48][CH2:2][CH2:3][N:4]([C:9]1[CH:10]=[C:11]2[C:15](=[CH:16][CH:17]=1)[C:14](=[O:18])[N:13]([CH2:19][C:20]([O:22][C:23]([CH3:26])([CH3:25])[CH3:24])=[O:21])[C:12]2=[O:27])[S:5]([CH3:8])(=[O:7])=[O:6]. The catalyst is C(Cl)Cl. The yield is 0.760. (3) The reactants are [CH3:1][C@@H:2](OS(C)(=O)=O)[CH2:3][CH2:4][CH:5]=[C:6]([CH3:8])[CH3:7].[CH3:14][NH2:15].O. The catalyst is CN(C)C(=O)C.CCOCC. The product is [CH3:1][C@@H:2]([NH:15][CH3:14])[CH2:3][CH2:4][CH:5]=[C:6]([CH3:8])[CH3:7]. The yield is 0.900. (4) The reactants are [OH:1][C:2]1[CH:9]=[CH:8][C:7]([O:10][CH3:11])=[CH:6][C:3]=1[CH:4]=O.[NH2:12][C:13]1[CH:18]=[C:17]([Cl:19])[CH:16]=[CH:15][C:14]=1[SH:20].[C:21](OC(=O)C)(=[O:23])[CH3:22]. The catalyst is CO. The product is [C:21]([N:12]1[C:13]2[CH:18]=[C:17]([Cl:19])[CH:16]=[CH:15][C:14]=2[S:20][CH:4]1[C:3]1[CH:6]=[C:7]([O:10][CH3:11])[CH:8]=[CH:9][C:2]=1[OH:1])(=[O:23])[CH3:22]. The yield is 0.600. (5) The reactants are [CH3:1][C:2]1[C:7]([C:8]2[N:9]([C:17]3[CH:22]=[CH:21][C:20]([S:23](CC[Si](C)(C)C)(=[O:25])=[O:24])=[CH:19][CH:18]=3)[CH:10]=[C:11]([C:13]([F:16])([F:15])[F:14])[N:12]=2)=[CH:6][CH:5]=[CH:4][N:3]=1.[N+:32](CCCC)(CCCC)(CCCC)CCCC.[F-].C([O-])(=O)C.[Na+].NOS(O)(=O)=O. The catalyst is C1COCC1.O.C(OCC)(=O)C. The product is [CH3:1][C:2]1[C:7]([C:8]2[N:9]([C:17]3[CH:22]=[CH:21][C:20]([S:23]([NH2:32])(=[O:25])=[O:24])=[CH:19][CH:18]=3)[CH:10]=[C:11]([C:13]([F:16])([F:15])[F:14])[N:12]=2)=[CH:6][CH:5]=[CH:4][N:3]=1. The yield is 0.840. (6) The reactants are [CH3:1][O:2][C:3](=[O:14])[C:4]([C:7]1[CH:12]=[CH:11][CH:10]=[C:9](Br)[CH:8]=1)([CH3:6])[CH3:5].C([O-])(=O)C.[K+].[B:20]1([B:20]2[O:24][C:23]([CH3:26])([CH3:25])[C:22]([CH3:28])([CH3:27])[O:21]2)[O:24][C:23]([CH3:26])([CH3:25])[C:22]([CH3:28])([CH3:27])[O:21]1. The catalyst is CS(C)=O.O.CCOCC.C1C=CC([PH+]([C]2[CH][CH][CH][CH]2)C2C=CC=CC=2)=CC=1.C1C=CC([PH+]([C]2[CH][CH][CH][CH]2)C2C=CC=CC=2)=CC=1.C(Cl)Cl.Cl[Pd]Cl.[Fe]. The product is [CH3:1][O:2][C:3](=[O:14])[C:4]([CH3:6])([C:7]1[CH:12]=[CH:11][CH:10]=[C:9]([B:20]2[O:24][C:23]([CH3:26])([CH3:25])[C:22]([CH3:28])([CH3:27])[O:21]2)[CH:8]=1)[CH3:5]. The yield is 0.880. (7) The reactants are [Cl:1][C:2]1[CH:7]=[CH:6][C:5]([C:8]2[N:12]3[CH:13]=[CH:14][N:15]=[CH:16][C:11]3=[N:10][N:9]=2)=[CH:4][CH:3]=1. The catalyst is [Pd].C(O)C. The product is [Cl:1][C:2]1[CH:7]=[CH:6][C:5]([C:8]2[N:12]3[CH2:13][CH2:14][NH:15][CH2:16][C:11]3=[N:10][N:9]=2)=[CH:4][CH:3]=1. The yield is 0.860. (8) The reactants are [F:1][C:2]1[C:7]([CH3:8])=[CH:6][CH:5]=[CH:4][C:3]=1B(O)O.C(O)(=[O:14])C.OO. The catalyst is O1CCCC1. The product is [F:1][C:2]1[C:7]([CH3:8])=[CH:6][CH:5]=[CH:4][C:3]=1[OH:14]. The yield is 0.980. (9) The reactants are [NH2:1][CH2:2][C:3]1[CH:4]=[N:5][C:6]([CH2:9][CH2:10][CH:11]2[CH2:16][CH2:15][CH2:14][CH2:13][CH2:12]2)=[CH:7][CH:8]=1.FC(F)(F)C(O)=O.C(OC(C1C(CN)=NC(CCC2CCCCC2)=CC=1)=O)(C)(C)C. The catalyst is CO. The product is [CH:11]1([C:10]#[C:9][C:6]2[CH:7]=[CH:8][C:3]([C:2]#[N:1])=[CH:4][N:5]=2)[CH2:16][CH2:15][CH2:14][CH2:13][CH2:12]1. The yield is 0.930.